Dataset: Full USPTO retrosynthesis dataset with 1.9M reactions from patents (1976-2016). Task: Predict the reactants needed to synthesize the given product. (1) Given the product [Cl:1][C:2]1[C:7]([C:8]2[CH:9]=[N:10][C:11]([C:16]([F:17])([F:18])[F:19])=[CH:12][C:13]=2[C:14]#[N:15])=[CH:6][C:5]([S:20](=[O:22])(=[O:21])[N:23]([CH3:30])[C:24]2[CH:29]=[CH:28][CH:27]=[CH:26][N:25]=2)=[C:4]([CH:3]=1)[O:31][CH2:32][CH2:33][CH2:34][C:35]([OH:40])=[O:36], predict the reactants needed to synthesize it. The reactants are: [Cl:1][C:2]1[C:7]([C:8]2[CH:9]=[N:10][C:11]([C:16]([F:19])([F:18])[F:17])=[CH:12][C:13]=2[C:14]#[N:15])=[CH:6][C:5]([S:20]([N:23]([CH3:30])[C:24]2[CH:29]=[CH:28][CH:27]=[CH:26][N:25]=2)(=[O:22])=[O:21])=[C:4]([O:31][CH2:32][CH2:33][CH2:34][CH2:35][OH:36])[CH:3]=1.C(#N)C.[OH2:40].CO. (2) The reactants are: [CH3:1][N:2]1[C:10]([CH:11]=O)=[N:9][C:8]2[C:3]1=[N:4][C:5]([N:19]1[C:23]3[CH:24]=[CH:25][CH:26]=[CH:27][C:22]=3[N:21]=[C:20]1[CH3:28])=[N:6][C:7]=2[N:13]1[CH2:18][CH2:17][O:16][CH2:15][CH2:14]1.[NH:29]1[CH2:32][CH:31]([N:33]2[CH2:38][CH2:37][O:36][CH2:35][CH2:34]2)[CH2:30]1.C(O[BH-](OC(=O)C)OC(=O)C)(=O)C.[Na+]. Given the product [CH3:1][N:2]1[C:10]([CH2:11][N:29]2[CH2:32][CH:31]([N:33]3[CH2:38][CH2:37][O:36][CH2:35][CH2:34]3)[CH2:30]2)=[N:9][C:8]2[C:3]1=[N:4][C:5]([N:19]1[C:23]3[CH:24]=[CH:25][CH:26]=[CH:27][C:22]=3[N:21]=[C:20]1[CH3:28])=[N:6][C:7]=2[N:13]1[CH2:14][CH2:15][O:16][CH2:17][CH2:18]1, predict the reactants needed to synthesize it. (3) Given the product [F:15][C:16]1[C:17]([O:34][CH2:43][C:39]2[CH:40]=[N:41][CH:42]=[C:37]([C:36]([F:46])([F:35])[F:45])[CH:38]=2)=[CH:18][C:19]([CH2:22][N:23]2[C:24](=[O:33])[C:25]3[C:30](=[CH:29][CH:28]=[CH:27][CH:26]=3)[C:31]2=[O:32])=[N:20][CH:21]=1, predict the reactants needed to synthesize it. The reactants are: CC(OC(/N=N/C(OC(C)C)=O)=O)C.[F:15][C:16]1[C:17]([OH:34])=[CH:18][C:19]([CH2:22][N:23]2[C:31](=[O:32])[C:30]3[C:25](=[CH:26][CH:27]=[CH:28][CH:29]=3)[C:24]2=[O:33])=[N:20][CH:21]=1.[F:35][C:36]([F:46])([F:45])[C:37]1[CH:38]=[C:39]([CH2:43]O)[CH:40]=[N:41][CH:42]=1.C1C=CC(P(C2C=CC=CC=2)C2C=CC=CC=2)=CC=1. (4) Given the product [F:24][C:22]([F:23])([F:25])[C:18]1[CH:17]=[C:16]([S:13]([CH2:12][CH2:11][S:10][C:5]2[C:4]([NH2:1])=[CH:9][CH:8]=[CH:7][N:6]=2)(=[O:14])=[O:15])[CH:21]=[CH:20][CH:19]=1, predict the reactants needed to synthesize it. The reactants are: [N+:1]([C:4]1[C:5]([S:10][CH2:11][CH2:12][S:13]([C:16]2[CH:21]=[CH:20][CH:19]=[C:18]([C:22]([F:25])([F:24])[F:23])[CH:17]=2)(=[O:15])=[O:14])=[N:6][CH:7]=[CH:8][CH:9]=1)([O-])=O.[NH4+].[Cl-].CCCCCC. (5) Given the product [Cl:93][C:90]1[CH:91]=[CH:92][C:87]([C:82]2[CH:83]=[CH:84][CH:85]=[CH:86][C:81]=2[C@H:73]([NH:74][S@:75]([C:77]([CH3:80])([CH3:79])[CH3:78])=[O:76])[CH:70]2[CH2:71][CH2:72][N:67]([C:64]3[CH:65]=[CH:66][C:61]([C:60]([NH:59][S:56]([C:53]4[CH:54]=[CH:55][C:50]([NH:49][C@H:40]([CH2:39][CH2:38][N:37]([CH2:36][CH2:35][OH:34])[CH3:102])[CH2:41][S:42][C:43]5[CH:48]=[CH:47][CH:46]=[CH:45][CH:44]=5)=[C:51]([S:95]([C:98]([F:101])([F:100])[F:99])(=[O:96])=[O:97])[CH:52]=4)(=[O:58])=[O:57])=[O:94])=[CH:62][CH:63]=3)[CH2:68][CH2:69]2)=[CH:88][CH:89]=1, predict the reactants needed to synthesize it. The reactants are: CN([S+](N(C)C)N(C)C)C.C[Si-](F)(F)(C)C.[Si]([O:34][CH2:35][CH2:36][N:37]([CH3:102])[CH2:38][CH2:39][C@@H:40]([NH:49][C:50]1[CH:55]=[CH:54][C:53]([S:56]([NH:59][C:60](=[O:94])[C:61]2[CH:66]=[CH:65][C:64]([N:67]3[CH2:72][CH2:71][CH:70]([C@H:73]([C:81]4[CH:86]=[CH:85][CH:84]=[CH:83][C:82]=4[C:87]4[CH:92]=[CH:91][C:90]([Cl:93])=[CH:89][CH:88]=4)[NH:74][S@:75]([C:77]([CH3:80])([CH3:79])[CH3:78])=[O:76])[CH2:69][CH2:68]3)=[CH:63][CH:62]=2)(=[O:58])=[O:57])=[CH:52][C:51]=1[S:95]([C:98]([F:101])([F:100])[F:99])(=[O:97])=[O:96])[CH2:41][S:42][C:43]1[CH:48]=[CH:47][CH:46]=[CH:45][CH:44]=1)(C(C)(C)C)(C1C=CC=CC=1)C1C=CC=CC=1. (6) Given the product [O:22]1[C:26]2[CH:27]=[CH:28][C:29]([N:31]3[C:5]([C:7]4[C:12](=[O:13])[CH:11]=[CH:10][N:9]([C:14]5[CH:19]=[CH:18][CH:17]=[C:16]([F:20])[CH:15]=5)[N:8]=4)=[CH:4][CH:3]=[N:2]3)=[CH:30][C:25]=2[O:24][CH2:23]1, predict the reactants needed to synthesize it. The reactants are: C[N:2](C)/[CH:3]=[CH:4]/[C:5]([C:7]1[C:12](=[O:13])[CH:11]=[CH:10][N:9]([C:14]2[CH:19]=[CH:18][CH:17]=[C:16]([F:20])[CH:15]=2)[N:8]=1)=O.[O:22]1[C:26]2[CH:27]=[CH:28][C:29]([NH:31]N)=[CH:30][C:25]=2[O:24][CH2:23]1.N([O-])=O.[Na+].[Sn](Cl)Cl. (7) Given the product [CH:1]1([S:4]([C:7]2[CH:12]=[C:11]([CH:10]=[C:9]([O:16][CH3:17])[CH:8]=2)[NH2:13])(=[O:6])=[O:5])[CH2:3][CH2:2]1, predict the reactants needed to synthesize it. The reactants are: [CH:1]1([S:4]([C:7]2[CH:12]=[C:11]([N+:13]([O-])=O)[CH:10]=[C:9]([O:16][CH3:17])[CH:8]=2)(=[O:6])=[O:5])[CH2:3][CH2:2]1.[NH4+].[Cl-]. (8) The reactants are: Br[C:2]1[CH:3]=[N:4][N:5]2[CH:10]=[CH:9][C:8]([N:11]3[C@@H:15]([CH:16]([CH3:18])[CH3:17])[CH2:14][NH:13][C:12]3=[O:19])=[N:7][C:6]=12.CC1(C)C(C)(C)OB([C:28]2[CH:33]=[CH:32][C:31]([C:34]3[N:38]=[CH:37][N:36]([CH2:39][O:40][CH2:41][CH2:42][Si:43]([CH3:46])([CH3:45])[CH3:44])[N:35]=3)=[CH:30][CH:29]=2)O1.C1(P(C2CCCCC2)C2C=CC=CC=2C2C(C(C)C)=CC(C(C)C)=CC=2C(C)C)CCCCC1.C(=O)([O-])[O-].[Na+].[Na+]. Given the product [CH:16]([C@@H:15]1[N:11]([C:8]2[CH:9]=[CH:10][N:5]3[N:4]=[CH:3][C:2]([C:28]4[CH:29]=[CH:30][C:31]([C:34]5[N:38]=[CH:37][N:36]([CH2:39][O:40][CH2:41][CH2:42][Si:43]([CH3:46])([CH3:45])[CH3:44])[N:35]=5)=[CH:32][CH:33]=4)=[C:6]3[N:7]=2)[C:12](=[O:19])[NH:13][CH2:14]1)([CH3:18])[CH3:17], predict the reactants needed to synthesize it. (9) Given the product [I:10][C:9]1[N:4]2[C:5]([S:6][C:2]([C:23]3[CH:24]=[CH:25][C:20]([S:17]([N:11]4[CH2:12][CH2:13][O:14][CH2:15][CH2:16]4)(=[O:18])=[O:19])=[CH:21][CH:22]=3)=[N:3]2)=[N:7][CH:8]=1, predict the reactants needed to synthesize it. The reactants are: Br[C:2]1[S:6][C:5]2=[N:7][CH:8]=[C:9]([I:10])[N:4]2[N:3]=1.[N:11]1([S:17]([C:20]2[CH:25]=[CH:24][C:23](B(O)O)=[CH:22][CH:21]=2)(=[O:19])=[O:18])[CH2:16][CH2:15][O:14][CH2:13][CH2:12]1.C([O-])([O-])=O.[Na+].[Na+].